Dataset: Full USPTO retrosynthesis dataset with 1.9M reactions from patents (1976-2016). Task: Predict the reactants needed to synthesize the given product. (1) The reactants are: [C:1]1([C:7]2[O:11][C:10]([C:12]([OH:14])=O)=[CH:9][CH:8]=2)[CH:6]=[CH:5][CH:4]=[CH:3][CH:2]=1.[CH3:15][O:16][C:17]([C:19]1[N:20]([CH3:29])[C:21]2[C:26]([CH:27]=1)=[CH:25][C:24]([NH2:28])=[CH:23][CH:22]=2)=[O:18]. Given the product [CH3:15][O:16][C:17]([C:19]1[N:20]([CH3:29])[C:21]2[C:26]([CH:27]=1)=[CH:25][C:24]([NH:28][C:12]([C:10]1[O:11][C:7]([C:1]3[CH:2]=[CH:3][CH:4]=[CH:5][CH:6]=3)=[CH:8][CH:9]=1)=[O:14])=[CH:23][CH:22]=2)=[O:18], predict the reactants needed to synthesize it. (2) Given the product [CH3:27][C:13]1[N:14]([CH2:15][CH2:16][O:17][CH2:18]/[CH:19]=[CH:20]/[C:21]2[CH:26]=[CH:25][CH:24]=[CH:23][CH:22]=2)[C:10]2[C:9]3[CH:8]=[CH:7][CH:6]=[CH:5][C:4]=3[N:3]=[C:2]([NH2:28])[C:11]=2[N:12]=1, predict the reactants needed to synthesize it. The reactants are: Cl[C:2]1[C:11]2[N:12]=[C:13]([CH3:27])[N:14]([CH2:15][CH2:16][O:17][CH2:18]/[CH:19]=[CH:20]/[C:21]3[CH:26]=[CH:25][CH:24]=[CH:23][CH:22]=3)[C:10]=2[C:9]2[CH:8]=[CH:7][CH:6]=[CH:5][C:4]=2[N:3]=1.[NH3:28].CO.